This data is from Forward reaction prediction with 1.9M reactions from USPTO patents (1976-2016). The task is: Predict the product of the given reaction. The product is: [Cl:1][C:2]1[CH:3]=[CH:4][C:5]([N+:10]([O-:12])=[O:11])=[C:6]([CH:15]([O:16][CH3:17])[O:14][CH3:13])[CH:9]=1. Given the reactants [Cl:1][C:2]1[CH:3]=[CH:4][C:5]([N+:10]([O-:12])=[O:11])=[C:6]([CH:9]=1)C=O.[CH3:13][O:14][CH:15](OC)[O:16][CH3:17].CC1C=CC(S(O)(=O)=O)=CC=1.C([O-])([O-])=O.[Na+].[Na+], predict the reaction product.